This data is from Peptide-MHC class I binding affinity with 185,985 pairs from IEDB/IMGT. The task is: Regression. Given a peptide amino acid sequence and an MHC pseudo amino acid sequence, predict their binding affinity value. This is MHC class I binding data. (1) The peptide sequence is PDNGDYSEV. The MHC is Mamu-A11 with pseudo-sequence Mamu-A11. The binding affinity (normalized) is 0.182. (2) The peptide sequence is MEDGTIVFSL. The MHC is HLA-B44:03 with pseudo-sequence HLA-B44:03. The binding affinity (normalized) is 0.153. (3) The peptide sequence is LIGANYLGK. The MHC is HLA-A31:01 with pseudo-sequence HLA-A31:01. The binding affinity (normalized) is 0.159.